From a dataset of Catalyst prediction with 721,799 reactions and 888 catalyst types from USPTO. Predict which catalyst facilitates the given reaction. (1) Reactant: [CH3:1][O:2][CH2:3][C:4]([CH3:23])([CH3:22])[CH:5]([NH2:21])[CH2:6][C:7]1[CH:12]=[CH:11][C:10]([O:13][CH3:14])=[C:9]([O:15][CH2:16][CH2:17][CH2:18][O:19][CH3:20])[CH:8]=1.[CH:24](O)=[O:25].C(OCC)(OCC)OCC. Product: [CH3:1][O:2][CH2:3][C:4]([CH3:23])([CH3:22])[CH:5]([NH:21][CH:24]=[O:25])[CH2:6][C:7]1[CH:12]=[CH:11][C:10]([O:13][CH3:14])=[C:9]([O:15][CH2:16][CH2:17][CH2:18][O:19][CH3:20])[CH:8]=1. The catalyst class is: 12. (2) Product: [Cl:1][C:2]1[C:7]2[CH2:8][CH:9]([CH3:22])[N:10]3[C:15]([C:6]=2[CH:5]=[C:4]([O:23][CH3:24])[C:3]=1[O:25][CH3:26])=[CH:14][C:13](=[O:16])[C:12]([C:17]([OH:19])=[O:18])=[CH:11]3. Reactant: [Cl:1][C:2]1[C:7]2[CH2:8][CH:9]([CH3:22])[N:10]3[C:15]([C:6]=2[CH:5]=[C:4]([O:23][CH3:24])[C:3]=1[O:25][CH3:26])=[CH:14][C:13](=[O:16])[C:12]([C:17]([O:19]CC)=[O:18])=[CH:11]3.[OH-].[Na+].Cl. The catalyst class is: 1. (3) Reactant: [CH3:1][C:2]1[CH:7]=[CH:6][C:5]([S:8]([NH:11][CH2:12][C:13]([O:15][CH3:16])=[O:14])(=[O:10])=[O:9])=[CH:4][CH:3]=1.C(=O)([O-])[O-].[K+].[K+].[I-].[K+].Br[CH2:26][C:27]1[N:28]([S:37]([C:40]2[CH:45]=[CH:44][CH:43]=[CH:42][CH:41]=2)(=[O:39])=[O:38])[CH:29]=[CH:30][C:31]=1[C:32]([O:34][CH2:35][CH3:36])=[O:33]. Product: [CH3:16][O:15][C:13](=[O:14])[CH2:12][N:11]([CH2:26][C:27]1[N:28]([S:37]([C:40]2[CH:45]=[CH:44][CH:43]=[CH:42][CH:41]=2)(=[O:39])=[O:38])[CH:29]=[CH:30][C:31]=1[C:32]([O:34][CH2:35][CH3:36])=[O:33])[S:8]([C:5]1[CH:6]=[CH:7][C:2]([CH3:1])=[CH:3][CH:4]=1)(=[O:10])=[O:9]. The catalyst class is: 21. (4) Reactant: [H][H].[F:3][C:4]1[CH:9]=[C:8]([NH:10][CH2:11][C:12]2[CH:21]=[CH:20][CH:19]=[C:18]3[C:13]=2[CH2:14][CH2:15][CH2:16][N:17]3[CH:22]=[C:23]([O:30][CH3:31])[C:24]2[CH:29]=[CH:28][CH:27]=[CH:26][CH:25]=2)[CH:7]=[CH:6][C:5]=1[CH2:32][CH2:33][C:34]([O:36][CH2:37][CH3:38])=[O:35].C(O)C. Product: [F:3][C:4]1[CH:9]=[C:8]([NH:10][CH2:11][C:12]2[CH:21]=[CH:20][CH:19]=[C:18]3[C:13]=2[CH2:14][CH2:15][CH2:16][N:17]3[CH2:22][CH:23]([O:30][CH3:31])[C:24]2[CH:29]=[CH:28][CH:27]=[CH:26][CH:25]=2)[CH:7]=[CH:6][C:5]=1[CH2:32][CH2:33][C:34]([O:36][CH2:37][CH3:38])=[O:35]. The catalyst class is: 354. (5) Reactant: [CH3:1][C:2]1([C:8]2[CH:9]=[CH:10][C:11]([NH2:14])=[N:12][CH:13]=2)[CH2:7][CH2:6][O:5][CH2:4][CH2:3]1.C1C(=O)N([Br:22])C(=O)C1. Product: [Br:22][C:10]1[C:11]([NH2:14])=[N:12][CH:13]=[C:8]([C:2]2([CH3:1])[CH2:3][CH2:4][O:5][CH2:6][CH2:7]2)[CH:9]=1. The catalyst class is: 124. (6) Reactant: [CH:1]1([CH2:6][C:7]2[NH:15][C:14]3[C:9](=[N:10][CH:11]=[CH:12][C:13]=3[C:16]([O:18]C)=[O:17])[CH:8]=2)[CH2:5][CH2:4][CH2:3][CH2:2]1. Product: [CH:1]1([CH2:6][C:7]2[NH:15][C:14]3[C:9](=[N:10][CH:11]=[CH:12][C:13]=3[C:16]([OH:18])=[O:17])[CH:8]=2)[CH2:2][CH2:3][CH2:4][CH2:5]1. The catalyst class is: 47. (7) Reactant: [N+](=[CH:3][C:4]([C:6]1[N:10]([CH2:11][C:12]2[CH:17]=[CH:16][C:15]([O:18][CH3:19])=[CH:14][CH:13]=2)[N:9]=[C:8]([C:20]([F:23])([F:22])[F:21])[C:7]=1[C:24]([F:26])=[CH2:25])=[O:5])=[N-]. Product: [F:26][C:24]12[CH2:25][CH:3]1[C:4](=[O:5])[C:6]1[N:10]([CH2:11][C:12]3[CH:13]=[CH:14][C:15]([O:18][CH3:19])=[CH:16][CH:17]=3)[N:9]=[C:8]([C:20]([F:22])([F:23])[F:21])[C:7]=12. The catalyst class is: 68. (8) Reactant: [C:1]([O:5][C:6]([NH:8][C@:9]1([C:14]([OH:16])=O)[CH2:11][C@H:10]1[CH:12]=[CH2:13])=[O:7])([CH3:4])([CH3:3])[CH3:2].C(C1NC=CN=1)(C1NC=CN=1)=O.[CH2:29]([O:36][C:37]1[CH:38]=[C:39]([S:43]([NH2:46])(=[O:45])=[O:44])[CH:40]=[CH:41][CH:42]=1)[C:30]1[CH:35]=[CH:34][CH:33]=[CH:32][CH:31]=1.C1CCN2C(=NCCC2)CC1. Product: [C:1]([O:5][C:6](=[O:7])[NH:8][C@:9]1([C:14]([NH:46][S:43]([C:39]2[CH:40]=[CH:41][CH:42]=[C:37]([O:36][CH2:29][C:30]3[CH:35]=[CH:34][CH:33]=[CH:32][CH:31]=3)[CH:38]=2)(=[O:44])=[O:45])=[O:16])[CH2:11][C@H:10]1[CH:12]=[CH2:13])([CH3:2])([CH3:3])[CH3:4]. The catalyst class is: 49. (9) Reactant: [F:1][C:2]1[CH:3]=[C:4]([CH:8]=[CH:9][C:10]=1[OH:11])[C:5]([OH:7])=[O:6].C([O-])([O-])=O.[K+].[K+].I[CH2:19][CH2:20][CH3:21]. Product: [F:1][C:2]1[CH:3]=[C:4]([CH:8]=[CH:9][C:10]=1[O:11][CH2:19][CH2:20][CH3:21])[C:5]([OH:7])=[O:6]. The catalyst class is: 10.